From a dataset of NCI-60 drug combinations with 297,098 pairs across 59 cell lines. Regression. Given two drug SMILES strings and cell line genomic features, predict the synergy score measuring deviation from expected non-interaction effect. (1) Drug 2: CN(CC1=CN=C2C(=N1)C(=NC(=N2)N)N)C3=CC=C(C=C3)C(=O)NC(CCC(=O)O)C(=O)O. Cell line: MALME-3M. Drug 1: CCC1=C2CN3C(=CC4=C(C3=O)COC(=O)C4(CC)O)C2=NC5=C1C=C(C=C5)O. Synergy scores: CSS=15.6, Synergy_ZIP=-5.21, Synergy_Bliss=-4.09, Synergy_Loewe=-0.695, Synergy_HSA=-0.324. (2) Drug 1: C1CC(C1)(C(=O)O)C(=O)O.[NH2-].[NH2-].[Pt+2]. Drug 2: C(CCl)NC(=O)N(CCCl)N=O. Cell line: K-562. Synergy scores: CSS=16.4, Synergy_ZIP=-6.87, Synergy_Bliss=-1.21, Synergy_Loewe=1.06, Synergy_HSA=1.74.